Dataset: Catalyst prediction with 721,799 reactions and 888 catalyst types from USPTO. Task: Predict which catalyst facilitates the given reaction. (1) Reactant: [Cl:1][C:2]1[N:7]=[N:6][C:5]([C:8](OC)=[O:9])=[C:4]([NH:12][C:13]2[CH:18]=[CH:17][CH:16]=[C:15]([CH:19]([CH3:21])[CH3:20])[N:14]=2)[CH:3]=1.[NH3:22]. Product: [Cl:1][C:2]1[N:7]=[N:6][C:5]([C:8]([NH2:22])=[O:9])=[C:4]([NH:12][C:13]2[CH:18]=[CH:17][CH:16]=[C:15]([CH:19]([CH3:21])[CH3:20])[N:14]=2)[CH:3]=1. The catalyst class is: 5. (2) Reactant: O[CH:2]([C:16]1[CH:21]=[CH:20][CH:19]=[CH:18][C:17]=1[S:22]([N:25]1[CH2:29][CH2:28][CH2:27][CH2:26]1)(=[O:24])=[O:23])[C:3]1[C:11]2[C:10](=[O:12])[CH2:9][C:8]([CH3:14])([CH3:13])[CH2:7][C:6]=2[NH:5][C:4]=1[CH3:15].FC(F)(F)S(O[Si](C)(C)C)(=O)=O.C([SiH](CC)CC)C.C(=O)(O)[O-].[Na+]. Product: [CH3:15][C:4]1[NH:5][C:6]2[CH2:7][C:8]([CH3:14])([CH3:13])[CH2:9][C:10](=[O:12])[C:11]=2[C:3]=1[CH2:2][C:16]1[CH:21]=[CH:20][CH:19]=[CH:18][C:17]=1[S:22]([N:25]1[CH2:26][CH2:27][CH2:28][CH2:29]1)(=[O:24])=[O:23]. The catalyst class is: 4. (3) Reactant: [NH2:1][C:2]1[C:10]2[C:5](=[CH:6][CH:7]=[C:8]([CH:11]3[C:16]([C:17]#[N:18])=[C:15]([CH3:19])[NH:14][C:13]([CH3:20])=[C:12]3[C:21]#[N:22])[CH:9]=2)[NH:4][N:3]=1.C(N(CC)CC)C.[C:30]([O:34][C:35](O[C:35]([O:34][C:30]([CH3:33])([CH3:32])[CH3:31])=[O:36])=[O:36])([CH3:33])([CH3:32])[CH3:31]. Product: [C:30]([O:34][C:35]([N:4]1[C:5]2[C:10](=[CH:9][C:8]([CH:11]3[C:16]([C:17]#[N:18])=[C:15]([CH3:19])[NH:14][C:13]([CH3:20])=[C:12]3[C:21]#[N:22])=[CH:7][CH:6]=2)[C:2]([NH2:1])=[N:3]1)=[O:36])([CH3:33])([CH3:32])[CH3:31]. The catalyst class is: 367.